Predict which catalyst facilitates the given reaction. From a dataset of Catalyst prediction with 721,799 reactions and 888 catalyst types from USPTO. (1) Reactant: [C:1]([C:5]1[Se:6][C:7]([C:12]([CH3:15])([CH3:14])[CH3:13])=[CH:8][C:9](=O)[CH:10]=1)([CH3:4])([CH3:3])[CH3:2].S1(=O)C=CC=C[CH2:17]1.C[Mg]Br.[F:26][P-:27]([F:32])([F:31])([F:30])([F:29])[F:28].[H+]. Product: [F:26][P-:27]([F:32])([F:31])([F:30])([F:29])[F:28].[C:1]([C:5]1[CH:10]=[C:9]([CH3:17])[CH:8]=[C:7]([C:12]([CH3:15])([CH3:14])[CH3:13])[Se+:6]=1)([CH3:4])([CH3:3])[CH3:2]. The catalyst class is: 365. (2) Reactant: [F:1][C:2]([F:27])([F:26])[C:3]1[CH:25]=[CH:24][CH:23]=[CH:22][C:4]=1[O:5][CH:6]1[CH2:11][CH2:10][N:9]([C:12]2[N:17]=[N:16][C:15]([C:18]([O:20]C)=[O:19])=[CH:14][CH:13]=2)[CH2:8][CH2:7]1.[Li+].[OH-].Cl. Product: [F:26][C:2]([F:1])([F:27])[C:3]1[CH:25]=[CH:24][CH:23]=[CH:22][C:4]=1[O:5][CH:6]1[CH2:11][CH2:10][N:9]([C:12]2[N:17]=[N:16][C:15]([C:18]([OH:20])=[O:19])=[CH:14][CH:13]=2)[CH2:8][CH2:7]1. The catalyst class is: 36. (3) Reactant: [CH2:1]([N:8](C(OC(C)(C)C)=O)[NH:9][CH2:10][CH2:11][C:12](=O)[C:13]1[CH:18]=[CH:17][CH:16]=[CH:15][CH:14]=1)[C:2]1[CH:7]=[CH:6][CH:5]=[CH:4][CH:3]=1.C(O)(C(F)(F)F)=O. Product: [CH2:1]([N:8]1[C:12]([C:13]2[CH:18]=[CH:17][CH:16]=[CH:15][CH:14]=2)=[CH:11][CH:10]=[N:9]1)[C:2]1[CH:7]=[CH:6][CH:5]=[CH:4][CH:3]=1. The catalyst class is: 4. (4) Reactant: [CH3:1][O:2][C:3]([C:5]1[CH:31]=[CH:30][C:8]2[N:9]=[C:10]([NH:12][CH:13]3[CH2:18][CH2:17][N:16]([CH2:19][C:20]4[CH:25]=[CH:24][C:23]([OH:26])=[C:22]([O:27][CH2:28][CH3:29])[CH:21]=4)[CH2:15][CH2:14]3)[O:11][C:7]=2[CH:6]=1)=[O:4].C(O[C:35]1[CH:36]=[C:37]([CH:47]=O)[CH:38]=C2C=1OC(C)(C)C=C2)C.C([BH3-])#N.[Na+].C(N(C(C)C)C(C)C)C. Product: [CH3:1][O:2][C:3]([C:5]1[CH:31]=[CH:30][C:8]2[N:9]=[C:10]([NH:12][CH:13]3[CH2:14][CH2:15][N:16]([CH2:19][C:20]4[CH:25]=[C:24]5[C:23](=[C:22]([O:27][CH2:28][CH3:29])[CH:21]=4)[O:26][C:37]([CH3:47])([CH3:38])[CH:36]=[CH:35]5)[CH2:17][CH2:18]3)[O:11][C:7]=2[CH:6]=1)=[O:4]. The catalyst class is: 212. (5) Reactant: [O:1]1CCCO[CH:2]1[C:7]1[CH:8]=[C:9]([C:13]2[NH:21][C:16]3=[N:17][CH:18]=[CH:19][N:20]=[C:15]3[CH:14]=2)[CH:10]=[CH:11][CH:12]=1.FC(F)(F)C(O)=O. Product: [N:20]1[CH:19]=[CH:18][N:17]=[C:16]2[NH:21][C:13]([C:9]3[CH:8]=[C:7]([CH:12]=[CH:11][CH:10]=3)[CH:2]=[O:1])=[CH:14][C:15]=12. The catalyst class is: 4. (6) The catalyst class is: 4. Product: [S:1]1[CH:5]=[CH:4][N:3]=[C:2]1[CH2:10][NH:20][CH2:19][CH2:18][CH:14]1[CH2:15][CH2:16][CH2:17][N:13]1[CH3:12]. Reactant: [S:1]1[C:5]2C=CC=C[C:4]=2[N:3]=[C:2]1[CH:10]=O.[CH3:12][N:13]1[CH2:17][CH2:16][CH2:15][CH:14]1[CH2:18][CH2:19][NH2:20].[Na]. (7) Reactant: [Br:1][C:2]1[CH:3]=[C:4]([N+:12]([O-:14])=[O:13])[C:5]([CH3:11])=[C:6]([N+:8]([O-])=O)[CH:7]=1.N1C=CC=CC=1. Product: [Br:1][C:2]1[CH:3]=[C:4]([N+:12]([O-:14])=[O:13])[C:5]([CH3:11])=[C:6]([CH:7]=1)[NH2:8]. The catalyst class is: 14.